The task is: Predict the reaction yield, written as a fraction of the theoretical maximum amount of product (1.0 means a 100% yield; for example, 0.34 means a 34% yield).. This data is from Reaction yield outcomes from USPTO patents with 853,638 reactions. (1) The reactants are [N:1]1([CH2:7][CH2:8][N:9]2[CH2:14][CH2:13][S:12][C:11]3[CH:15]=[C:16]([NH:19][C:20]([C:22]4[S:23][CH:24]=[CH:25][CH:26]=4)=[NH:21])[CH:17]=[CH:18][C:10]2=3)[CH2:6][CH2:5][CH2:4][CH2:3][CH2:2]1.[ClH:27]. The catalyst is CO. The product is [ClH:27].[ClH:27].[N:1]1([CH2:7][CH2:8][N:9]2[CH2:14][CH2:13][S:12][C:11]3[CH:15]=[C:16]([NH:19][C:20]([C:22]4[S:23][CH:24]=[CH:25][CH:26]=4)=[NH:21])[CH:17]=[CH:18][C:10]2=3)[CH2:6][CH2:5][CH2:4][CH2:3][CH2:2]1. The yield is 0.990. (2) The reactants are [NH2:1][C@H:2]1[CH2:6][CH2:5][N:4]([C@H:7]2[CH2:12][CH2:11][C@@H:10]([NH:13][CH3:14])[CH2:9][C@H:8]2[NH:15][C:16](=[O:18])[CH3:17])[C:3]1=[O:19].C(N(CC)CC)C.Cl[C:28]1[C:37]2[C:32](=[CH:33][CH:34]=[C:35]([C:38]([F:41])([F:40])[F:39])[CH:36]=2)[N:31]=[CH:30][N:29]=1. The catalyst is ClCCl. The product is [CH3:14][NH:13][C@H:10]1[CH2:9][C@@H:8]([NH:15][C:16](=[O:18])[CH3:17])[C@@H:7]([N:4]2[CH2:5][CH2:6][C@H:2]([NH:1][C:28]3[C:37]4[C:32](=[CH:33][CH:34]=[C:35]([C:38]([F:40])([F:41])[F:39])[CH:36]=4)[N:31]=[CH:30][N:29]=3)[C:3]2=[O:19])[CH2:12][CH2:11]1. The yield is 0.900. (3) The product is [F:55][C:54]([F:57])([F:56])[C:52]([OH:58])=[O:53].[CH3:22][N:15]1[C:16]2[C:21](=[CH:20][CH:19]=[CH:18][CH:17]=2)[C@:13]2([CH2:12][C@H:11]2[C:7]2[CH:6]=[C:5]3[C:10]([C:2]([C:32]4[CH:33]=[CH:34][C:35]([N:38]5[CH2:39][CH2:40][NH:41][CH2:42][CH2:43]5)=[CH:36][CH:37]=4)=[N:3][NH:4]3)=[CH:9][CH:8]=2)[C:14]1=[O:23]. The yield is 0.110. The catalyst is C(Cl)Cl. The reactants are I[C:2]1[C:10]2[C:5](=[CH:6][C:7]([C@H:11]3[C@@:13]4([C:21]5[C:16](=[CH:17][CH:18]=[CH:19][CH:20]=5)[N:15]([CH3:22])[C:14]4=[O:23])[CH2:12]3)=[CH:8][CH:9]=2)[NH:4][N:3]=1.CC1(C)C(C)(C)OB([C:32]2[CH:37]=[CH:36][C:35]([N:38]3[CH2:43][CH2:42][N:41](C(OC(C)(C)C)=O)[CH2:40][CH2:39]3)=[CH:34][CH:33]=2)O1.[C:52]([OH:58])([C:54]([F:57])([F:56])[F:55])=[O:53]. (4) The reactants are [Cl:1][C:2]1[CH:11]=[C:10]([CH:12]=[CH2:13])[CH:9]=[CH:8][C:3]=1[C:4]([O:6][CH3:7])=[O:5]. The catalyst is [O-]S([O-])(=O)=O.[Ba+2].[Pd].C(OCC)(=O)C. The product is [Cl:1][C:2]1[CH:11]=[C:10]([CH2:12][CH3:13])[CH:9]=[CH:8][C:3]=1[C:4]([O:6][CH3:7])=[O:5]. The yield is 0.960.